From a dataset of Reaction yield outcomes from USPTO patents with 853,638 reactions. Predict the reaction yield, written as a fraction of the theoretical maximum amount of product (1.0 means a 100% yield; for example, 0.34 means a 34% yield). (1) The reactants are [CH3:1][N:2]1[CH2:7][CH:6]=[C:5]([C:8]2[C:16]3[C:11](=[CH:12][CH:13]=[C:14]([NH:17][S:18]([C:21]4[C:30]5[C:25](=[CH:26][CH:27]=[CH:28][CH:29]=5)[CH:24]=[CH:23][CH:22]=4)(=[O:20])=[O:19])[CH:15]=3)[NH:10][CH:9]=2)[CH2:4][CH2:3]1.[H][H]. The catalyst is CO.[Pd].C(OCC)C. The product is [CH3:1][N:2]1[CH2:7][CH2:6][CH:5]([C:8]2[C:16]3[C:11](=[CH:12][CH:13]=[C:14]([NH:17][S:18]([C:21]4[C:30]5[C:25](=[CH:26][CH:27]=[CH:28][CH:29]=5)[CH:24]=[CH:23][CH:22]=4)(=[O:20])=[O:19])[CH:15]=3)[NH:10][CH:9]=2)[CH2:4][CH2:3]1. The yield is 0.650. (2) The reactants are [OH-].[Na+].[Cl:3][C:4]1[CH:5]=[C:6]([CH:24]=[CH:25][C:26]=1[NH:27][C:28]([NH:30][CH3:31])=[O:29])[O:7][C:8]1[C:17]2[C:12](=[CH:13][C:14]([O:22][CH3:23])=[C:15]([C:18]([O:20]C)=[O:19])[CH:16]=2)[N:11]=[CH:10][CH:9]=1.Cl. The catalyst is CO. The product is [Cl:3][C:4]1[CH:5]=[C:6]([CH:24]=[CH:25][C:26]=1[NH:27][C:28]([NH:30][CH3:31])=[O:29])[O:7][C:8]1[C:17]2[C:12](=[CH:13][C:14]([O:22][CH3:23])=[C:15]([C:18]([OH:20])=[O:19])[CH:16]=2)[N:11]=[CH:10][CH:9]=1. The yield is 1.00. (3) The yield is 0.467. The reactants are [NH:1]1[CH2:6][CH2:5][CH2:4][C@@H:3]([NH:7][C:8](=[O:14])[O:9][C:10]([CH3:13])([CH3:12])[CH3:11])[CH2:2]1.F[C:16]1[C:21]([O:22][CH2:23][CH2:24][O:25][CH3:26])=[CH:20][N:19]=[C:18]2[NH:27][CH:28]=[C:29]([NH:30][C:31]([CH:33]3[CH2:35][CH2:34]3)=[O:32])[C:17]=12. The product is [CH:33]1([C:31]([NH:30][C:29]2[C:17]3[C:18](=[N:19][CH:20]=[C:21]([O:22][CH2:23][CH2:24][O:25][CH3:26])[C:16]=3[N:1]3[CH2:6][CH2:5][CH2:4][C@@H:3]([NH:7][C:8](=[O:14])[O:9][C:10]([CH3:11])([CH3:13])[CH3:12])[CH2:2]3)[NH:27][CH:28]=2)=[O:32])[CH2:34][CH2:35]1. The catalyst is C(O)(CC)C. (4) The reactants are [Cl:1][C:2]1[CH:7]=[CH:6][CH:5]=[CH:4][C:3]=1[C:8]1[C:16]2[O:15][CH:14]([CH2:17][NH2:18])[CH2:13][C:12]=2[CH:11]=[CH:10][CH:9]=1.C(N(C(C)C)CC)(C)C.Cl[C:29]([O:31][CH2:32][C:33]1[CH:38]=[CH:37][CH:36]=[CH:35][CH:34]=1)=[O:30]. No catalyst specified. The product is [CH2:32]([O:31][C:29](=[O:30])[NH:18][CH2:17][CH:14]1[CH2:13][C:12]2[CH:11]=[CH:10][CH:9]=[C:8]([C:3]3[CH:4]=[CH:5][CH:6]=[CH:7][C:2]=3[Cl:1])[C:16]=2[O:15]1)[C:33]1[CH:38]=[CH:37][CH:36]=[CH:35][CH:34]=1. The yield is 0.760. (5) The reactants are [OH:1][C@H:2]([CH3:6])[C:3]([NH2:5])=O.F[B-](F)(F)F.C([O+](CC)CC)C.N[C:20]1[C:21]([NH:29][C@H:30]2[CH2:35][CH2:34][C@H:33]([CH2:36][S:37]([NH:40][CH3:41])(=[O:39])=[O:38])[CH2:32][CH2:31]2)=[C:22]2[S:28][CH:27]=[CH:26][C:23]2=[N:24][CH:25]=1. The catalyst is O1CCCC1.C(O)C. The product is [OH:1][C@@H:2]([C:3]1[N:29]([C@H:30]2[CH2:31][CH2:32][C@H:33]([CH2:36][S:37]([NH:40][CH3:41])(=[O:38])=[O:39])[CH2:34][CH2:35]2)[C:21]2=[C:22]3[S:28][CH:27]=[CH:26][C:23]3=[N:24][CH:25]=[C:20]2[N:5]=1)[CH3:6]. The yield is 0.260. (6) The reactants are [F:1][C:2]([F:15])([F:14])[S:3][C:4]1[CH:5]=[C:6]([CH2:10][C:11]([OH:13])=[O:12])[CH:7]=[CH:8][CH:9]=1.[CH3:16]O. The catalyst is S(=O)(=O)(O)O. The product is [CH3:16][O:12][C:11](=[O:13])[CH2:10][C:6]1[CH:7]=[CH:8][CH:9]=[C:4]([S:3][C:2]([F:14])([F:1])[F:15])[CH:5]=1. The yield is 0.990. (7) The reactants are [F:1][C:2]([F:7])([F:6])[C:3]([OH:5])=[O:4].[CH2:8]([N:10]([CH2:12][C:13]1[S:17][CH:16]=[C:15]([C:18]2[CH:19]=[C:20]3[C:24](=[C:25]([C:27]([NH2:29])=[O:28])[CH:26]=2)[NH:23][CH:22]=[C:21]3[CH:30]2[CH2:35][CH2:34][N:33]([S:36]([CH2:39][CH3:40])(=[O:38])=[O:37])[CH2:32][CH2:31]2)[CH:14]=1)[CH3:11])[CH3:9].[CH3:41][NH:42][CH2:43][CH3:44]. No catalyst specified. The product is [F:1][C:2]([F:7])([F:6])[C:3]([OH:5])=[O:4].[CH2:39]([S:36]([N:33]1[CH2:34][CH2:35][CH:30]([C:21]2[C:20]3[C:24](=[C:25]([C:27]([NH2:29])=[O:28])[CH:26]=[C:18]([C:15]4[CH:14]=[C:13]([CH2:12][N:10]([CH3:11])[CH2:8][C:9]5[CH:2]=[CH:41][N:42]=[CH:43][CH:44]=5)[S:17][CH:16]=4)[CH:19]=3)[NH:23][CH:22]=2)[CH2:31][CH2:32]1)(=[O:37])=[O:38])[CH3:40]. The yield is 0.466. (8) The reactants are ClC1C=C([C:9]2[N:13]3[C:14]4[N:22]=[C:21]([O:23][CH3:24])[CH:20]=[CH:19][C:15]=4[N:16]=[C:17]([CH3:18])[C:12]3=[C:11]([CH3:25])[N:10]=2)C=C(Cl)C=1.[Cl:26][C:27]1[CH:32]=[CH:31][C:30]([O:33][CH3:34])=[CH:29][C:28]=1B(O)O. No catalyst specified. The product is [Cl:26][C:27]1[CH:32]=[CH:31][C:30]([O:33][CH3:34])=[CH:29][C:28]=1[C:9]1[N:13]2[C:14]3[N:22]=[C:21]([O:23][CH3:24])[CH:20]=[CH:19][C:15]=3[N:16]=[C:17]([CH3:18])[C:12]2=[C:11]([CH3:25])[N:10]=1. The yield is 0.500. (9) The reactants are [Br:1][C:2]1[CH:7]=[CH:6][C:5]([C:8]2(O)[C:12]3[CH:13]=[C:14]([NH:19][C:20](=[O:26])[CH2:21][C:22]([CH3:25])([CH3:24])[CH3:23])[C:15]([CH3:18])=[C:16]([CH3:17])[C:11]=3[O:10][C:9]2([CH3:28])[CH3:27])=[CH:4][CH:3]=1. The catalyst is C(OCC)(=O)C.CCCCCC. The product is [Br:1][C:2]1[CH:3]=[CH:4][C:5]([CH:8]2[C:12]3[CH:13]=[C:14]([NH:19][C:20](=[O:26])[CH2:21][C:22]([CH3:24])([CH3:23])[CH3:25])[C:15]([CH3:18])=[C:16]([CH3:17])[C:11]=3[O:10][C:9]2([CH3:28])[CH3:27])=[CH:6][CH:7]=1. The yield is 0.880.